Dataset: Full USPTO retrosynthesis dataset with 1.9M reactions from patents (1976-2016). Task: Predict the reactants needed to synthesize the given product. (1) The reactants are: [Cl:1][C:2]1[CH:7]=[N:6][CH:5]=[C:4]([Cl:8])[N:3]=1.[Li+].[Cl-].[I:11]I. Given the product [Cl:1][C:2]1[C:7]([I:11])=[N:6][CH:5]=[C:4]([Cl:8])[N:3]=1, predict the reactants needed to synthesize it. (2) Given the product [C:15]([O:19][C:20]([N:4]1[CH2:3][CH:2]([CH3:1])[N:7]2[C:8]([C:11]([F:12])([F:14])[F:13])=[N:9][N:10]=[C:6]2[CH2:5]1)=[O:21])([CH3:18])([CH3:17])[CH3:16], predict the reactants needed to synthesize it. The reactants are: [CH3:1][CH:2]1[N:7]2[C:8]([C:11]([F:14])([F:13])[F:12])=[N:9][N:10]=[C:6]2[CH2:5][NH:4][CH2:3]1.[C:15]([O:19][C:20](O[C:20]([O:19][C:15]([CH3:18])([CH3:17])[CH3:16])=[O:21])=[O:21])([CH3:18])([CH3:17])[CH3:16]. (3) Given the product [CH3:29][C:30]1[C:35]([CH:4]2[C:3](=[O:12])[CH:2]3[CH:6]([CH:7]4[O:10][CH:1]3[CH2:9][CH2:8]4)[C:5]2=[O:11])=[C:34]([CH3:37])[CH:33]=[C:32]([C:38]2[CH:43]=[CH:42][CH:41]=[CH:40][CH:39]=2)[CH:31]=1, predict the reactants needed to synthesize it. The reactants are: [CH:1]12[O:10][CH:7]([CH2:8][CH2:9]1)[CH:6]1[CH:2]2[C:3](=[O:12])[CH2:4][C:5]1=[O:11].C(Cl)(Cl)Cl.C([O-])(=O)C.C([O-])(=O)C.C([O-])(=O)C.[CH3:29][C:30]1[C:35]([Pb+3])=[C:34]([CH3:37])[CH:33]=[C:32]([C:38]2[CH:43]=[CH:42][CH:41]=[CH:40][CH:39]=2)[CH:31]=1.Cl. (4) Given the product [C:2]([C@H:3]1[O:5][C@H:4]1[C@H:6]([O:15][CH2:16][O:17][CH3:18])[CH2:7][C:8](=[CH2:14])[C:9]([O:11][CH3:12])=[O:10])#[CH:19], predict the reactants needed to synthesize it. The reactants are: O[CH2:2][C@H:3]1[O:5][C@H:4]1[C@H:6]([O:15][CH2:16][O:17][CH3:18])[CH2:7][C:8](=[CH2:14])[C:9]([O:11][CH2:12]C)=[O:10].[C:19]([O-])([O-])=O.[K+].[K+].C(C(CC)C(=O)C(P(=O)([O-])[O-])=[N+]=[N-])C. (5) Given the product [C:22]1(=[O:31])[N:1]([CH2:2][CH2:3][CH2:4][CH2:5][CH2:6][C:7]([OH:9])=[O:8])[C:25](=[O:26])[C:24]2=[CH:27][CH:28]=[CH:29][CH:30]=[C:23]12, predict the reactants needed to synthesize it. The reactants are: [NH2:1][CH2:2][CH2:3][CH2:4][CH2:5][CH2:6][C:7]([OH:9])=[O:8].C(=O)([O-])[O-].[Na+].[Na+].C(N1[C:25](=[O:26])[C:24]2=[CH:27][CH:28]=[CH:29][CH:30]=[C:23]2[C:22]1=[O:31])(OCC)=O. (6) Given the product [Br:1][C:2]1[CH:3]=[N:4][N:5]([C@@H:7]([CH3:21])[C@@H:8]([NH2:10])[CH3:9])[CH:6]=1, predict the reactants needed to synthesize it. The reactants are: [Br:1][C:2]1[CH:3]=[N:4][N:5]([C@@H:7]([CH3:21])[C@@H:8]([N:10]2C(=O)C3C(=CC=CC=3)C2=O)[CH3:9])[CH:6]=1.O.NN. (7) Given the product [CH3:6][O:7][C:8]([CH2:9][CH2:10][N:11]=[C:22]=[O:24])=[O:12], predict the reactants needed to synthesize it. The reactants are: S(O)(O)(=O)=O.[CH3:6][O:7][C:8](=[O:12])[CH2:9][CH2:10][NH2:11].CO.C(N(CC)CC)C.[CH2:22]([O:24]C(Cl)=O)C. (8) Given the product [C:1]([O:5][C:6]([N:8]([CH3:19])[C@H:9]1[CH2:10][CH2:11][C@H:12]([C:15]([OH:17])=[O:16])[CH2:13][CH2:14]1)=[O:7])([CH3:4])([CH3:3])[CH3:2], predict the reactants needed to synthesize it. The reactants are: [C:1]([O:5][C:6]([N:8]([CH3:19])[C@H:9]1[CH2:14][CH2:13][C@H:12]([C:15]([O:17]C)=[O:16])[CH2:11][CH2:10]1)=[O:7])([CH3:4])([CH3:3])[CH3:2].[OH-].[Na+].